This data is from Reaction yield outcomes from USPTO patents with 853,638 reactions. The task is: Predict the reaction yield, written as a fraction of the theoretical maximum amount of product (1.0 means a 100% yield; for example, 0.34 means a 34% yield). (1) The reactants are [N+:1]([C:4]1[C:5](SC#N)=[N:6][C:7]([NH:10][CH2:11][CH2:12][C:13]2[CH:18]=[CH:17][CH:16]=[CH:15][CH:14]=2)=[N:8][CH:9]=1)([O-:3])=[O:2].[NH2:22][CH2:23][C@H:24]1[CH2:29][CH2:28][C@H:27]([NH:30]C(=O)OC(C)(C)C)[CH2:26][CH2:25]1. The catalyst is C(Cl)Cl. The product is [NH2:30][C@H:27]1[CH2:28][CH2:29][C@H:24]([CH2:23][NH:22][C:5]2[C:4]([N+:1]([O-:3])=[O:2])=[CH:9][N:8]=[C:7]([NH:10][CH2:11][CH2:12][C:13]3[CH:14]=[CH:15][CH:16]=[CH:17][CH:18]=3)[N:6]=2)[CH2:25][CH2:26]1. The yield is 0.390. (2) The reactants are [CH3:1][O:2][CH:3]([O:6][CH3:7])[CH2:4][NH2:5].C(=O)([O-])[O-].[K+].[K+].[CH:14]1([CH2:19][CH2:20][CH2:21]I)[CH2:18][CH2:17][CH2:16][CH2:15]1. The catalyst is CN(C)C=O. The product is [CH:14]1([CH2:19][CH2:20][CH2:21][NH:5][CH2:4][CH:3]([O:6][CH3:7])[O:2][CH3:1])[CH2:18][CH2:17][CH2:16][CH2:15]1. The yield is 0.890. (3) The reactants are Cl[N:2]1[CH:11]=[C:10]([Cl:12])[C:9]2[C:4](=[CH:5][C:6]([O:13][CH3:14])=[CH:7][CH:8]=2)[CH2:3]1.[CH:15]([O:18][C:19]1[CH:24]=[CH:23][C:22](B(O)O)=[CH:21][CH:20]=1)([CH3:17])[CH3:16].C([O-])([O-])=O.[K+].[K+]. The catalyst is O1CCOCC1.O.[Pd]. The product is [Cl:12][C:10]1[C:9]2[C:4](=[CH:5][C:6]([O:13][CH3:14])=[CH:7][CH:8]=2)[CH2:3][N:2]([C:22]2[CH:23]=[CH:24][C:19]([O:18][CH:15]([CH3:17])[CH3:16])=[CH:20][CH:21]=2)[CH:11]=1. The yield is 0.840. (4) The reactants are [CH3:1][O:2][C:3]1[CH:4]=[C:5]([CH:9]=[C:10]([N+:14]([O-:16])=[O:15])[C:11]=1[O:12][CH3:13])[C:6]([OH:8])=O.[F:17][C:18]([F:30])([F:29])[C:19]1[N:28]=[CH:27][CH:26]=[CH:25][C:20]=1[C:21]([NH:23][NH2:24])=[O:22].O. The yield is 0.730. The product is [CH3:1][O:2][C:3]1[CH:4]=[C:5]([CH:9]=[C:10]([N+:14]([O-:16])=[O:15])[C:11]=1[O:12][CH3:13])[C:6]([NH:24][NH:23][C:21](=[O:22])[C:20]1[CH:25]=[CH:26][CH:27]=[N:28][C:19]=1[C:18]([F:17])([F:29])[F:30])=[O:8]. The catalyst is O1CCCC1. (5) The reactants are [OH-:1].[Na+].[CH2:3]([C@H:10]1[CH2:15][NH:14][CH2:13][CH2:12][NH:11]1)[C:4]1[CH:9]=[CH:8][CH:7]=[CH:6][CH:5]=1.C(Cl)Cl.[CH3:19][OH:20]. The catalyst is C(O)(C)(C)C.O. The product is [C:4]([O:1][C:19]([N:14]1[CH2:13][CH2:12][NH:11][C@@H:10]([CH2:3][C:4]2[CH:9]=[CH:8][CH:7]=[CH:6][CH:5]=2)[CH2:15]1)=[O:20])([CH3:9])([CH3:5])[CH3:3]. The yield is 0.829. (6) The catalyst is C1(C)C=CC=CC=1. The yield is 0.410. The reactants are [C:1]([C:3]1[CH:10]=[CH:9][C:6]([CH2:7][NH2:8])=[CH:5][CH:4]=1)#[N:2].C[O:12][C:13](=O)[C:14]1[C:19]([I:20])=[CH:18][C:17]([F:21])=[CH:16][C:15]=1[CH2:22]Br.C([O-])([O-])=O.[K+].[K+]. The product is [F:21][C:17]1[CH:16]=[C:15]2[C:14](=[C:19]([I:20])[CH:18]=1)[C:13](=[O:12])[N:2]([CH2:1][C:3]1[CH:10]=[CH:9][C:6]([C:7]#[N:8])=[CH:5][CH:4]=1)[CH2:22]2. (7) The reactants are [CH:1]1([C:4]2[CH:9]=[CH:8][CH:7]=[CH:6][C:5]=2[NH:10][C:11]([NH:13]C(=O)C2C=CC=CC=2)=[S:12])[CH2:3][CH2:2]1.[OH-].[Na+].Cl. The catalyst is CO. The product is [CH:1]1([C:4]2[CH:9]=[CH:8][CH:7]=[CH:6][C:5]=2[NH:10][C:11]([NH2:13])=[S:12])[CH2:2][CH2:3]1. The yield is 0.560.